This data is from TCR-epitope binding with 47,182 pairs between 192 epitopes and 23,139 TCRs. The task is: Binary Classification. Given a T-cell receptor sequence (or CDR3 region) and an epitope sequence, predict whether binding occurs between them. (1) The epitope is TPRVTGGGAM. The TCR CDR3 sequence is CASRNSGRFETQYF. Result: 1 (the TCR binds to the epitope). (2) The epitope is ALSKGVHFV. The TCR CDR3 sequence is CSARDTTNSYYTDTQYF. Result: 0 (the TCR does not bind to the epitope). (3) The epitope is NQKLIANQF. The TCR CDR3 sequence is CASSLTEEGWNEQFF. Result: 1 (the TCR binds to the epitope). (4) The epitope is VVYRGTTTY. Result: 0 (the TCR does not bind to the epitope). The TCR CDR3 sequence is CASSDDIEAFF. (5) The epitope is GTSGSPIINR. The TCR CDR3 sequence is CSARDRREEKLFF. Result: 0 (the TCR does not bind to the epitope). (6) The epitope is KPLEFGATSAAL. The TCR CDR3 sequence is CASRDTLAADSPLHF. Result: 1 (the TCR binds to the epitope).